This data is from Catalyst prediction with 721,799 reactions and 888 catalyst types from USPTO. The task is: Predict which catalyst facilitates the given reaction. (1) The catalyst class is: 5. Product: [NH:24]1[CH2:23][CH:22]([N:21]2[C:14]3[C:13]([O:12][C:11]4[CH:10]=[CH:9][C:8]([O:1][C:2]5[CH:7]=[CH:6][CH:5]=[CH:4][CH:3]=5)=[CH:34][CH:33]=4)=[N:18][CH:17]=[N:16][C:15]=3[CH:19]=[CH:20]2)[CH2:25]1. Reactant: [O:1]([C:8]1[CH:34]=[CH:33][C:11]([O:12][C:13]2[C:14]3[N:21]([CH:22]4[CH2:25][N:24](C(OC(C)(C)C)=O)[CH2:23]4)[CH:20]=[CH:19][C:15]=3[N:16]=[CH:17][N:18]=2)=[CH:10][CH:9]=1)[C:2]1[CH:7]=[CH:6][CH:5]=[CH:4][CH:3]=1.Cl. (2) Reactant: [CH3:1][C@@:2]12[C:19]([CH3:21])([CH3:20])[C@@H:5]([C:6]3[C:7](=[O:18])[N:8]([C:11]4[CH:16]=[CH:15][C:14]([CH3:17])=[CH:13][CH:12]=4)[NH:9][C:10]=31)[CH2:4][CH2:3]2.S(OC)(O[CH3:26])(=O)=O. Product: [CH3:26][N:9]1[C:10]2[C@@:2]3([CH3:1])[C:19]([CH3:21])([CH3:20])[C@H:5]([CH2:4][CH2:3]3)[C:6]=2[C:7](=[O:18])[N:8]1[C:11]1[CH:16]=[CH:15][C:14]([CH3:17])=[CH:13][CH:12]=1.[CH3:26][O:18][C:7]1[N:8]([C:11]2[CH:16]=[CH:15][C:14]([CH3:17])=[CH:13][CH:12]=2)[N:9]=[C:10]2[C:6]=1[C@@H:5]1[C:19]([CH3:21])([CH3:20])[C@@:2]2([CH3:1])[CH2:3][CH2:4]1. The catalyst class is: 611. (3) Reactant: Br[CH2:2][CH2:3][N:4]([C:9]1[CH:10]=[C:11]2[C:15](=[CH:16][CH:17]=1)[C:14](=[O:18])[N:13]([CH2:19][C:20]([O:22][C:23]([CH3:26])([CH3:25])[CH3:24])=[O:21])[C:12]2=[O:27])[S:5]([CH3:8])(=[O:7])=[O:6].C([O-])([O-])=O.[K+].[K+].[CH3:34][N:35]1[CH2:40][CH2:39][NH:38][CH2:37][CH2:36]1. Product: [CH3:34][N:35]1[CH2:40][CH2:39][N:38]([CH2:2][CH2:3][N:4]([C:9]2[CH:10]=[C:11]3[C:15](=[CH:16][CH:17]=2)[C:14](=[O:18])[N:13]([CH2:19][C:20]([O:22][C:23]([CH3:26])([CH3:25])[CH3:24])=[O:21])[C:12]3=[O:27])[S:5]([CH3:8])(=[O:7])=[O:6])[CH2:37][CH2:36]1. The catalyst class is: 10. (4) Reactant: [F:1][C:2]1([F:31])[O:6][C:5]2[CH:7]=[CH:8][C:9]([C:11]3[C:19]4[C:14](=[N:15][CH:16]=[C:17]([C:20]5[CH:21]=[N:22][N:23]([CH:25]6[CH2:30][CH2:29][NH:28][CH2:27][CH2:26]6)[CH:24]=5)[CH:18]=4)[NH:13][CH:12]=3)=[CH:10][C:4]=2[O:3]1.[CH2:32](N(CC)CC)C.CI. Product: [F:31][C:2]1([F:1])[O:6][C:5]2[CH:7]=[CH:8][C:9]([C:11]3[C:19]4[C:14](=[N:15][CH:16]=[C:17]([C:20]5[CH:21]=[N:22][N:23]([CH:25]6[CH2:26][CH2:27][N:28]([CH3:32])[CH2:29][CH2:30]6)[CH:24]=5)[CH:18]=4)[NH:13][CH:12]=3)=[CH:10][C:4]=2[O:3]1. The catalyst class is: 2.